This data is from NCI-60 drug combinations with 297,098 pairs across 59 cell lines. The task is: Regression. Given two drug SMILES strings and cell line genomic features, predict the synergy score measuring deviation from expected non-interaction effect. (1) Drug 1: C1CCC(CC1)NC(=O)N(CCCl)N=O. Drug 2: C1=CC=C(C(=C1)C(C2=CC=C(C=C2)Cl)C(Cl)Cl)Cl. Cell line: CAKI-1. Synergy scores: CSS=41.7, Synergy_ZIP=3.26, Synergy_Bliss=11.1, Synergy_Loewe=6.92, Synergy_HSA=11.2. (2) Drug 1: CCCCC(=O)OCC(=O)C1(CC(C2=C(C1)C(=C3C(=C2O)C(=O)C4=C(C3=O)C=CC=C4OC)O)OC5CC(C(C(O5)C)O)NC(=O)C(F)(F)F)O. Drug 2: CC1C(C(CC(O1)OC2CC(CC3=C2C(=C4C(=C3O)C(=O)C5=CC=CC=C5C4=O)O)(C(=O)C)O)N)O. Cell line: RPMI-8226. Synergy scores: CSS=40.4, Synergy_ZIP=1.13, Synergy_Bliss=2.27, Synergy_Loewe=-11.5, Synergy_HSA=3.07. (3) Drug 1: C1CCN(CC1)CCOC2=CC=C(C=C2)C(=O)C3=C(SC4=C3C=CC(=C4)O)C5=CC=C(C=C5)O. Drug 2: CCC1(CC2CC(C3=C(CCN(C2)C1)C4=CC=CC=C4N3)(C5=C(C=C6C(=C5)C78CCN9C7C(C=CC9)(C(C(C8N6C=O)(C(=O)OC)O)OC(=O)C)CC)OC)C(=O)OC)O.OS(=O)(=O)O. Cell line: BT-549. Synergy scores: CSS=43.6, Synergy_ZIP=3.74, Synergy_Bliss=8.65, Synergy_Loewe=-30.1, Synergy_HSA=6.48. (4) Drug 1: CCC1(CC2CC(C3=C(CCN(C2)C1)C4=CC=CC=C4N3)(C5=C(C=C6C(=C5)C78CCN9C7C(C=CC9)(C(C(C8N6C=O)(C(=O)OC)O)OC(=O)C)CC)OC)C(=O)OC)O.OS(=O)(=O)O. Drug 2: CN1C(=O)N2C=NC(=C2N=N1)C(=O)N. Cell line: SNB-75. Synergy scores: CSS=3.83, Synergy_ZIP=-2.35, Synergy_Bliss=0.481, Synergy_Loewe=-21.4, Synergy_HSA=-0.0224. (5) Drug 1: CN1C2=C(C=C(C=C2)N(CCCl)CCCl)N=C1CCCC(=O)O.Cl. Drug 2: CN(CCCl)CCCl.Cl. Cell line: HCC-2998. Synergy scores: CSS=17.4, Synergy_ZIP=5.78, Synergy_Bliss=4.53, Synergy_Loewe=-18.3, Synergy_HSA=-1.73. (6) Drug 1: C1=NC2=C(N=C(N=C2N1C3C(C(C(O3)CO)O)O)F)N. Drug 2: CCC1(CC2CC(C3=C(CCN(C2)C1)C4=CC=CC=C4N3)(C5=C(C=C6C(=C5)C78CCN9C7C(C=CC9)(C(C(C8N6C)(C(=O)OC)O)OC(=O)C)CC)OC)C(=O)OC)O.OS(=O)(=O)O. Cell line: CAKI-1. Synergy scores: CSS=15.2, Synergy_ZIP=-3.02, Synergy_Bliss=0.795, Synergy_Loewe=1.88, Synergy_HSA=1.90.